From a dataset of Peptide-MHC class I binding affinity with 185,985 pairs from IEDB/IMGT. Regression. Given a peptide amino acid sequence and an MHC pseudo amino acid sequence, predict their binding affinity value. This is MHC class I binding data. (1) The peptide sequence is YMKPGSSPL. The MHC is HLA-A02:01 with pseudo-sequence HLA-A02:01. The binding affinity (normalized) is 0.872. (2) The peptide sequence is CSIMRAPFA. The MHC is HLA-A01:01 with pseudo-sequence HLA-A01:01. The binding affinity (normalized) is 0. (3) The peptide sequence is SRPQKIWMA. The MHC is HLA-A02:01 with pseudo-sequence HLA-A02:01. The binding affinity (normalized) is 0. (4) The binding affinity (normalized) is 0.0847. The MHC is HLA-B39:01 with pseudo-sequence HLA-B39:01. The peptide sequence is RLAKLTEAI. (5) The peptide sequence is REFVATTRTL. The MHC is HLA-B40:02 with pseudo-sequence HLA-B40:02. The binding affinity (normalized) is 0.607. (6) The peptide sequence is MEQRVMATL. The MHC is HLA-B53:01 with pseudo-sequence HLA-B53:01. The binding affinity (normalized) is 0.213. (7) The peptide sequence is YIWIKNLETY. The MHC is HLA-A03:01 with pseudo-sequence HLA-A03:01. The binding affinity (normalized) is 0.326. (8) The peptide sequence is LPLESCFGV. The MHC is HLA-B57:01 with pseudo-sequence HLA-B57:01. The binding affinity (normalized) is 0.0847. (9) The binding affinity (normalized) is 0.517. The MHC is HLA-A02:02 with pseudo-sequence HLA-A02:02. The peptide sequence is FVGLSPTVWL. (10) The MHC is HLA-B51:01 with pseudo-sequence HLA-B51:01. The peptide sequence is WQQWDRQSL. The binding affinity (normalized) is 0.0847.